From a dataset of Forward reaction prediction with 1.9M reactions from USPTO patents (1976-2016). Predict the product of the given reaction. (1) The product is: [OH:1][CH:2]1[O:10][C@H:9]([CH2:11][OH:12])[C@@H:7]([OH:8])[C@H:5]([OH:6])[C@H:3]1[NH2:4].[CH3:20][NH:21][C:23](=[O:24])[C:2]1[C:3](=[CH:5][CH:7]=[CH:9][CH:11]=1)[NH2:4]. Given the reactants [OH:1][CH:2]1[O:10][C@H:9]([CH2:11][OH:12])[C@@H:7]([OH:8])[C@H:5]([OH:6])[C@H:3]1[NH2:4].CCN(CC)CC.[CH3:20][N:21]([CH:23]=[O:24])C, predict the reaction product. (2) Given the reactants [Cl:1][C:2]1[N:7]=[C:6]([C:8]([O:10]C)=[O:9])[C:5](=[O:12])[N:4]([CH2:13][CH2:14][O:15][CH3:16])[C:3]=1[C:17]1[CH:22]=[C:21]([F:23])[CH:20]=[C:19]([F:24])[CH:18]=1.[OH-].[K+], predict the reaction product. The product is: [Cl:1][C:2]1[N:7]=[C:6]([C:8]([OH:10])=[O:9])[C:5](=[O:12])[N:4]([CH2:13][CH2:14][O:15][CH3:16])[C:3]=1[C:17]1[CH:22]=[C:21]([F:23])[CH:20]=[C:19]([F:24])[CH:18]=1.